This data is from Forward reaction prediction with 1.9M reactions from USPTO patents (1976-2016). The task is: Predict the product of the given reaction. Given the reactants [Cl:1][C:2]1[CH:7]=[CH:6][C:5]([CH:8]2[CH2:10][O:9]2)=[CH:4][N:3]=1.[NH2:11][CH:12]1[CH2:17][CH2:16][CH2:15][CH:14]([N:18]2[C:27]3[CH:26]=[CH:25][CH:24]=[C:23]([Cl:28])[C:22]=3[C:21]3=[N:29][O:30][C:31]([CH3:32])=[C:20]3[C:19]2=[O:33])[CH2:13]1, predict the reaction product. The product is: [Cl:28][C:23]1[C:22]2[C:21]3[C:20](=[C:31]([CH3:32])[O:30][N:29]=3)[C:19](=[O:33])[N:18]([CH:14]3[CH2:15][CH2:16][CH2:17][CH:12]([NH:11][CH2:10][CH:8]([C:5]4[CH:4]=[N:3][C:2]([Cl:1])=[CH:7][CH:6]=4)[OH:9])[CH2:13]3)[C:27]=2[CH:26]=[CH:25][CH:24]=1.